From a dataset of Catalyst prediction with 721,799 reactions and 888 catalyst types from USPTO. Predict which catalyst facilitates the given reaction. Reactant: [I:1][C:2]1[CH:18]=[CH:17][C:5]2[C:6](=[O:16])[CH:7](C(OC)=O)[CH2:8][C:9](=[O:11])[NH:10][C:4]=2[CH:3]=1.Cl. Product: [I:1][C:2]1[CH:18]=[CH:17][C:5]2[C:6](=[O:16])[CH2:7][CH2:8][C:9](=[O:11])[NH:10][C:4]=2[CH:3]=1. The catalyst class is: 58.